Dataset: Full USPTO retrosynthesis dataset with 1.9M reactions from patents (1976-2016). Task: Predict the reactants needed to synthesize the given product. (1) Given the product [C:13]([O:12][C:10]([N:8]1[CH2:9][CH:5]([C:3](=[O:4])[NH:65][CH2:66][C:67]([C:69]2[CH:74]=[CH:73][C:72]([Br:75])=[CH:71][CH:70]=2)=[O:68])[N:6]([C:17](=[O:27])[CH:18]([NH:22][C:23]([O:25][CH3:26])=[O:24])[CH:19]([CH3:20])[CH3:21])[CH2:7]1)=[O:11])([CH3:15])([CH3:16])[CH3:14], predict the reactants needed to synthesize it. The reactants are: CO[C:3]([CH:5]1[CH2:9][N:8]([C:10]([O:12][C:13]([CH3:16])([CH3:15])[CH3:14])=[O:11])[CH2:7][N:6]1[C:17](=[O:27])[CH:18]([NH:22][C:23]([O:25][CH3:26])=[O:24])[CH:19]([CH3:21])[CH3:20])=[O:4].[Li+].[OH-].Cl.CN(C(ON1N=NC2C=CC=NC1=2)=[N+](C)C)C.F[P-](F)(F)(F)(F)F.CCN(C(C)C)C(C)C.Cl.[NH2:65][CH2:66][C:67]([C:69]1[CH:74]=[CH:73][C:72]([Br:75])=[CH:71][CH:70]=1)=[O:68]. (2) Given the product [Cl:38][C:32]1[CH:33]=[C:34]([Cl:37])[CH:35]=[CH:36][C:31]=1[C:16]1[N:15]([C:12]2[CH:11]=[CH:10][C:9]([OH:8])=[CH:14][CH:13]=2)[C:19]([CH3:20])=[C:18]([C:21]([NH:23][C:24]2[CH:29]=[CH:28][C:27]([CH3:30])=[CH:26][N:25]=2)=[O:22])[N:17]=1, predict the reactants needed to synthesize it. The reactants are: C([O:8][C:9]1[CH:14]=[CH:13][C:12]([N:15]2[C:19]([CH3:20])=[C:18]([C:21]([NH:23][C:24]3[CH:29]=[CH:28][C:27]([CH3:30])=[CH:26][N:25]=3)=[O:22])[N:17]=[C:16]2[C:31]2[CH:36]=[CH:35][C:34]([Cl:37])=[CH:33][C:32]=2[Cl:38])=[CH:11][CH:10]=1)C1C=CC=CC=1.C(O)C.